Dataset: Forward reaction prediction with 1.9M reactions from USPTO patents (1976-2016). Task: Predict the product of the given reaction. (1) Given the reactants [NH2:1][C:2]([C:5]1[CH:14]=[CH:13][C:8]([C:9]([O:11][CH3:12])=[O:10])=[CH:7][CH:6]=1)([CH3:4])[CH3:3].Cl[CH2:16][CH2:17][CH2:18][S:19](Cl)(=[O:21])=[O:20], predict the reaction product. The product is: [O:20]=[S:19]1(=[O:21])[CH2:18][CH2:17][CH2:16][N:1]1[C:2]([C:5]1[CH:14]=[CH:13][C:8]([C:9]([O:11][CH3:12])=[O:10])=[CH:7][CH:6]=1)([CH3:3])[CH3:4]. (2) Given the reactants O.FC(F)(F)C(O)=[O:5].[NH2:9][C:10]([NH:12][C:13]1[NH:14][C:15]2[C:20]([C:21]=1[C:22]([NH2:24])=[O:23])=[CH:19][CH:18]=[C:17]([C:25]#[CH:26])[CH:16]=2)=[O:11].[OH-].[Na+], predict the reaction product. The product is: [C:25]([C:17]1[CH:16]=[C:15]2[C:20]([C:21]([C:22]([NH2:24])=[O:23])=[C:13]([NH:12][C:10]([NH2:9])=[O:11])[NH:14]2)=[CH:19][CH:18]=1)(=[O:5])[CH3:26].